This data is from Full USPTO retrosynthesis dataset with 1.9M reactions from patents (1976-2016). The task is: Predict the reactants needed to synthesize the given product. Given the product [OH:23][CH2:22][C:25]1[C:26](=[O:45])[N:27]([CH2:41][CH:42]([CH3:43])[CH3:44])[N:28]=[C:29]([C:31]2[CH:32]=[CH:33][C:34]([C:37]([F:40])([F:38])[F:39])=[CH:35][CH:36]=2)[CH:30]=1, predict the reactants needed to synthesize it. The reactants are: FC1C=C(C2C(C)=C(O)C(=O)N(CC(C)C)N=2)C=CC=1C.[C:22]([C:25]1[C:26](=[O:45])[N:27]([CH2:41][CH:42]([CH3:44])[CH3:43])[N:28]=[C:29]([C:31]2[CH:36]=[CH:35][C:34]([C:37]([F:40])([F:39])[F:38])=[CH:33][CH:32]=2)[CH:30]=1)(O)=[O:23].